Task: Predict the reactants needed to synthesize the given product.. Dataset: Full USPTO retrosynthesis dataset with 1.9M reactions from patents (1976-2016) (1) Given the product [C:1]12([C:7]3[C:11]4[CH2:12][N:13]([C:24]([NH:23][C:19]5[CH:20]=[CH:21][CH:22]=[C:17]([Cl:16])[CH:18]=5)=[O:25])[CH2:14][CH2:15][C:10]=4[NH:9][N:8]=3)[CH2:6][CH:5]1[CH2:4][CH2:3][CH2:2]2, predict the reactants needed to synthesize it. The reactants are: [C:1]12([C:7]3[C:11]4[CH2:12][NH:13][CH2:14][CH2:15][C:10]=4[NH:9][N:8]=3)[CH2:6][CH:5]1[CH2:4][CH2:3][CH2:2]2.[Cl:16][C:17]1[CH:22]=[CH:21][CH:20]=[C:19]([N:23]=[C:24]=[O:25])[CH:18]=1.O. (2) The reactants are: [C:1]1([N:7]2[C:12](=[O:13])[C:11]3[S:14][CH:15]=[C:16]([C:17]4[CH:22]=[CH:21][CH:20]=[CH:19][CH:18]=4)[C:10]=3[N:9]=[CH:8]2)[CH:6]=[CH:5][CH:4]=[CH:3][CH:2]=1.N[C:24]1[C:28](C2C=CC=CC=2)=CS[C:25]=1[C:35](OC)=O.C(OCC)(OCC)OCC.[C@H]1(N)C2C(=CC=CC=2)CCC1. Given the product [C:17]1([C:16]2[C:10]3[N:9]=[CH:8][N:7]([C@H:1]4[C:6]5[C:5](=[CH:28][CH:24]=[CH:25][CH:35]=5)[CH2:4][CH2:3][CH2:2]4)[C:12](=[O:13])[C:11]=3[S:14][CH:15]=2)[CH:18]=[CH:19][CH:20]=[CH:21][CH:22]=1, predict the reactants needed to synthesize it. (3) The reactants are: BrCCCOCCC[CH2:9][C:10]1([CH3:14])[CH2:13][O:12][CH2:11]1.[OH:15][C:16]1[CH:26]=[CH:25][C:19]([C:20]([O:22]CC)=[O:21])=[CH:18][CH:17]=1.[C:27](=[O:30])([O-])[O-].[K+].[K+]. Given the product [CH3:14][C:10]1([CH2:9][O:30][CH2:27][CH2:18][CH2:17][CH2:16][CH2:26][CH2:25][O:15][C:16]2[CH:17]=[CH:18][C:19]([C:20]([OH:22])=[O:21])=[CH:25][CH:26]=2)[CH2:11][O:12][CH2:13]1, predict the reactants needed to synthesize it. (4) Given the product [NH2:11][C:8]1[CH:9]=[CH:10][C:5]([O:4][C:3]2[CH:25]=[CH:26][C:27]([F:29])=[CH:28][C:2]=2[F:1])=[C:6]([C:14]2[C:15]3[CH:24]=[CH:23][NH:22][C:16]=3[C:17](=[O:21])[N:18]([CH3:20])[CH:19]=2)[CH:7]=1, predict the reactants needed to synthesize it. The reactants are: [F:1][C:2]1[CH:28]=[C:27]([F:29])[CH:26]=[CH:25][C:3]=1[O:4][C:5]1[CH:10]=[CH:9][C:8]([N+:11]([O-])=O)=[CH:7][C:6]=1[C:14]1[C:15]2[CH:24]=[CH:23][NH:22][C:16]=2[C:17](=[O:21])[N:18]([CH3:20])[CH:19]=1.CN1C=C(C2C=C([N+]([O-])=O)C=CC=2OC2C=CC=CC=2)C2C=CNC=2C1=O. (5) The reactants are: O=[C:2]([NH:12][NH:13][C:14](=O)[C:15]([CH3:18])([CH3:17])[CH3:16])[CH2:3][NH:4][C:5](=[O:11])[O:6][C:7]([CH3:10])([CH3:9])[CH3:8].COC1C=CC(P2(SP(C3C=CC(OC)=CC=3)(=S)S2)=[S:29])=CC=1. Given the product [C:15]([C:14]1[S:29][C:2]([CH2:3][NH:4][C:5](=[O:11])[O:6][C:7]([CH3:10])([CH3:9])[CH3:8])=[N:12][N:13]=1)([CH3:18])([CH3:17])[CH3:16], predict the reactants needed to synthesize it. (6) Given the product [N+:13]([C:16]1[CH:17]=[CH:18][C:10]([CH2:9][NH:8][C:6](=[O:7])[NH:3][CH2:2][C:1]2[CH:33]=[CH:32][C:28]([C:29]([OH:31])=[O:30])=[CH:27][CH:26]=2)=[CH:22][CH:23]=1)([O-:15])=[O:14], predict the reactants needed to synthesize it. The reactants are: [CH:1]1N=C[N:3]([C:6]([N:8]2C=N[CH:10]=[CH:9]2)=[O:7])[CH:2]=1.[N+:13]([C:16]1[CH:23]=[CH:22]C(CN)=[CH:18][CH:17]=1)([O-:15])=[O:14].NC1[CH:33]=[CH:32][C:28]([C:29]([OH:31])=[O:30])=[CH:27][CH:26]=1. (7) The reactants are: [CH3:1][S:2][CH2:3][CH2:4][CH2:5][N:6]([CH2:18][C:19]1[CH:38]=[CH:37][C:22]([CH2:23][O:24][C:25]2[CH:30]=[CH:29][C:28]([CH2:31][CH2:32][C:33]([O:35][CH3:36])=[O:34])=[CH:27][CH:26]=2)=[CH:21][CH:20]=1)[C:7]1[S:8][CH:9]=[C:10]([C:12]2[CH:17]=[CH:16][CH:15]=[CH:14][CH:13]=2)[N:11]=1.ClC1C=CC=C(C(OO)=[O:47])C=1. Given the product [CH3:1][S:2]([CH2:3][CH2:4][CH2:5][N:6]([CH2:18][C:19]1[CH:20]=[CH:21][C:22]([CH2:23][O:24][C:25]2[CH:26]=[CH:27][C:28]([CH2:31][CH2:32][C:33]([O:35][CH3:36])=[O:34])=[CH:29][CH:30]=2)=[CH:37][CH:38]=1)[C:7]1[S:8][CH:9]=[C:10]([C:12]2[CH:13]=[CH:14][CH:15]=[CH:16][CH:17]=2)[N:11]=1)=[O:47], predict the reactants needed to synthesize it. (8) Given the product [CH:7]1[C:8]2[CH2:14][CH2:13][C:12]3[CH:15]=[CH:16][CH:17]=[CH:18][C:11]=3[NH:10][C:9]=2[CH:19]=[CH:20][C:6]=1[CH2:5][OH:4], predict the reactants needed to synthesize it. The reactants are: C([O:4][CH2:5][C:6]1[CH:20]=[CH:19][C:9]2[NH:10][C:11]3[CH:18]=[CH:17][CH:16]=[CH:15][C:12]=3[CH2:13][CH2:14][C:8]=2[CH:7]=1)(=O)C.C[O-].[Na+]. (9) Given the product [CH3:65][C:66]([C:72]1[CH:73]=[CH:74][C:75]([CH3:78])=[CH:76][CH:77]=1)([CH:67]1[CH:68]=[CH:69][CH:70]=[CH:71]1)[C:23]1[C:24]2[CH2:25][C:26]3[C:31](=[CH:30][C:29]([C:33]([CH3:34])([CH3:36])[CH3:35])=[C:28]([C:37]4[CH:38]=[CH:39][CH:40]=[CH:41][CH:42]=4)[CH:27]=3)[C:32]=2[CH:20]=[C:21]([C:54]([CH3:56])([CH3:55])[CH3:57])[C:22]=1[C:48]1[CH:53]=[CH:52][CH:51]=[CH:50][CH:49]=1, predict the reactants needed to synthesize it. The reactants are: C([Li])CCC.CCCCCC.C(C(C1C=CC(Cl)=CC=1)=[C:20]1[C:32]2[C:24]([CH:25]=[C:26]3[C:31]=2[CH:30]=[C:29]([C:33]([CH3:36])([CH3:35])[CH3:34])[C:28]([C:37]2[CH:42]=[CH:41][CH:40]=[CH:39][CH:38]=2)=[CH:27]3)=[C:23](C2C=CC=C2)[C:22]([C:48]2[CH:53]=[CH:52][CH:51]=[CH:50][CH:49]=2)=[C:21]1[C:54]([CH3:57])([CH3:56])[CH3:55])C1C=CC=CC=1.[CH3:65][C:66]([C:72]1[CH:77]=[CH:76][C:75]([CH3:78])=[CH:74][CH:73]=1)=[C:67]1[CH:71]=[CH:70][CH:69]=[CH:68]1. (10) Given the product [CH2:11]([O:13][C:14](=[O:19])[CH2:15][CH2:16][CH2:17][S:8][C:5]1[CH:6]=[CH:7][C:2]([Br:1])=[CH:3][CH:4]=1)[CH3:12], predict the reactants needed to synthesize it. The reactants are: [Br:1][C:2]1[CH:7]=[CH:6][C:5]([SH:8])=[CH:4][CH:3]=1.[H-].[Na+].[CH2:11]([O:13][C:14](=[O:19])[CH2:15][CH2:16][CH2:17]Br)[CH3:12].